From a dataset of Catalyst prediction with 721,799 reactions and 888 catalyst types from USPTO. Predict which catalyst facilitates the given reaction. (1) The catalyst class is: 12. Reactant: [O:1]1[CH:5]=[CH:4][N:3]=[C:2]1[C:6]1[CH:7]=[C:8]([C:24]([O:26]C)=[O:25])[C:9]2[CH2:10][CH2:11][N:12]([CH:17]([CH2:21][CH2:22][CH3:23])[CH2:18][CH2:19][CH3:20])[C:13](=[O:16])[C:14]=2[CH:15]=1.[OH-].[Na+]. Product: [O:1]1[CH:5]=[CH:4][N:3]=[C:2]1[C:6]1[CH:7]=[C:8]([C:24]([OH:26])=[O:25])[C:9]2[CH2:10][CH2:11][N:12]([CH:17]([CH2:18][CH2:19][CH3:20])[CH2:21][CH2:22][CH3:23])[C:13](=[O:16])[C:14]=2[CH:15]=1. (2) Reactant: [Br:1]Br.C1(P(C2C=CC=CC=2)C2C=CC=CC=2)C=CC=CC=1.[C:22]([C:24]1[CH:29]=[CH:28][N:27]=[C:26]([CH2:30]O)[CH:25]=1)#[N:23]. Product: [C:22]([C:24]1[CH:29]=[CH:28][N:27]=[C:26]([CH2:30][Br:1])[CH:25]=1)#[N:23]. The catalyst class is: 2. (3) Reactant: [N+:1]([C:4]1[CH:9]=[CH:8][CH:7]=[CH:6][C:5]=1[C:10]1[CH:15]=[CH:14][CH:13]=[CH:12][N:11]=1)([O-])=O.CO.[BH4-].[Na+].O. Product: [N:11]1[CH:12]=[CH:13][CH:14]=[CH:15][C:10]=1[C:5]1[CH:6]=[CH:7][CH:8]=[CH:9][C:4]=1[NH2:1]. The catalyst class is: 1. (4) Reactant: [CH2:1]([O:3][C:4](=[O:16])[CH2:5][N:6]1[C:14]2[C:9](=[CH:10][CH:11]=[C:12]([OH:15])[CH:13]=2)[CH:8]=[CH:7]1)[CH3:2].[CH:17]1([C:20]2[C:25]([CH2:26][CH2:27]O)=[CH:24][N:23]=[C:22]([C:29]3[CH:34]=[CH:33][C:32]([C:35]([F:38])([F:37])[F:36])=[CH:31][CH:30]=3)[N:21]=2)[CH2:19][CH2:18]1.N(C(OC(C)(C)C)=O)=NC(OC(C)(C)C)=O.C1(P(C2C=CC=CC=2)C2C=CC=CC=2)C=CC=CC=1. Product: [CH2:1]([O:3][C:4](=[O:16])[CH2:5][N:6]1[C:14]2[C:9](=[CH:10][CH:11]=[C:12]([O:15][CH2:27][CH2:26][C:25]3[C:20]([CH:17]4[CH2:19][CH2:18]4)=[N:21][C:22]([C:29]4[CH:34]=[CH:33][C:32]([C:35]([F:38])([F:36])[F:37])=[CH:31][CH:30]=4)=[N:23][CH:24]=3)[CH:13]=2)[CH:8]=[CH:7]1)[CH3:2]. The catalyst class is: 7. (5) Reactant: B(Br)(Br)Br.C[O:6][C:7]1[CH:12]=[CH:11][C:10]([C:13]2[CH:18]=[CH:17][C:16]([CH:19]([C:24]([O:26][CH3:27])=[O:25])[C:20]([O:22][CH3:23])=[O:21])=[C:15]([N+:28]([O-:30])=[O:29])[CH:14]=2)=[CH:9][CH:8]=1.O. Product: [OH:6][C:7]1[CH:12]=[CH:11][C:10]([C:13]2[CH:18]=[CH:17][C:16]([CH:19]([C:20]([O:22][CH3:23])=[O:21])[C:24]([O:26][CH3:27])=[O:25])=[C:15]([N+:28]([O-:30])=[O:29])[CH:14]=2)=[CH:9][CH:8]=1. The catalyst class is: 4. (6) Reactant: [C:1]([O:5][C:6]([N:8]1[CH:12]([C:13](O)=[O:14])[CH2:11][S:10][C@@H:9]1[CH:16]1[CH2:21][CH2:20][O:19][CH2:18][CH2:17]1)=[O:7])([CH3:4])([CH3:3])[CH3:2].CN(C(ON1N=NC2C=CC=NC1=2)=[N+](C)C)C.F[P-](F)(F)(F)(F)F.CCN(C(C)C)C(C)C.[NH2:55][C:56]1[S:57][CH:58]=[C:59]([C:61]2[CH:72]=[CH:71][C:64]([C:65]([NH:67][CH:68]3[CH2:70][CH2:69]3)=[O:66])=[CH:63][CH:62]=2)[N:60]=1. Product: [C:1]([O:5][C:6]([N:8]1[CH:12]([C:13](=[O:14])[NH:55][C:56]2[S:57][CH:58]=[C:59]([C:61]3[CH:62]=[CH:63][C:64]([C:65](=[O:66])[NH:67][CH:68]4[CH2:70][CH2:69]4)=[CH:71][CH:72]=3)[N:60]=2)[CH2:11][S:10][CH:9]1[CH:16]1[CH2:21][CH2:20][O:19][CH2:18][CH2:17]1)=[O:7])([CH3:4])([CH3:2])[CH3:3]. The catalyst class is: 18. (7) Reactant: [C:1]([O:14][CH2:15][C:16]1[CH:21]=[CH:20][CH:19]=[CH:18][CH:17]=1)(=[O:13])[CH2:2][C:3]([O:5][CH2:6][C:7]1[CH:12]=[CH:11][CH:10]=[CH:9][CH:8]=1)=[O:4].C(C1C=CC(S([N:43]=[N+:44]=[N-])(=O)=O)=CC=1)CCCCCCCCCCC.C(N(CC)CC)C.CCOCC. Product: [N+:43](=[C:2]([C:1]([O:14][CH2:15][C:16]1[CH:17]=[CH:18][CH:19]=[CH:20][CH:21]=1)=[O:13])[C:3]([O:5][CH2:6][C:7]1[CH:12]=[CH:11][CH:10]=[CH:9][CH:8]=1)=[O:4])=[N-:44]. The catalyst class is: 23. (8) Reactant: Cl[C:2]1[CH:7]=[CH:6][C:5]([O:8][CH2:9][C:10]2[CH:15]=[CH:14][C:13]([O:16][CH3:17])=[CH:12][CH:11]=2)=[CH:4][C:3]=1[N+:18]([O-:20])=[O:19].[OH:21][C:22]1[CH:27]=[CH:26][C:25]([SH:28])=[CH:24][CH:23]=1.C(=O)([O-])[O-].[Cs+].[Cs+].Cl. Product: [CH3:17][O:16][C:13]1[CH:14]=[CH:15][C:10]([CH2:9][O:8][C:5]2[CH:6]=[CH:7][C:2]([S:28][C:25]3[CH:26]=[CH:27][C:22]([OH:21])=[CH:23][CH:24]=3)=[C:3]([N+:18]([O-:20])=[O:19])[CH:4]=2)=[CH:11][CH:12]=1. The catalyst class is: 9.